From a dataset of Full USPTO retrosynthesis dataset with 1.9M reactions from patents (1976-2016). Predict the reactants needed to synthesize the given product. Given the product [CH3:2][N:3]([CH3:20])[C:4]1([C:14]2[CH:15]=[CH:16][CH:17]=[CH:18][CH:19]=2)[CH2:13][CH2:12][C:7](=[O:8])[CH2:6][CH2:5]1, predict the reactants needed to synthesize it. The reactants are: Cl.[CH3:2][N:3]([CH3:20])[C:4]1([C:14]2[CH:19]=[CH:18][CH:17]=[CH:16][CH:15]=2)[CH2:13][CH2:12][C:7]2(OCC[O:8]2)[CH2:6][CH2:5]1.